From a dataset of Forward reaction prediction with 1.9M reactions from USPTO patents (1976-2016). Predict the product of the given reaction. (1) Given the reactants O[C:2]1[C:7]([C:8]([O:10][CH2:11][CH3:12])=[O:9])=[CH:6][N:5]=[C:4]2[N:13]([C:16]3[CH:21]=[CH:20][CH:19]=[CH:18][CH:17]=3)[N:14]=[CH:15][C:3]=12.P(Cl)(Cl)([Cl:24])=O, predict the reaction product. The product is: [Cl:24][C:2]1[C:7]([C:8]([O:10][CH2:11][CH3:12])=[O:9])=[CH:6][N:5]=[C:4]2[N:13]([C:16]3[CH:21]=[CH:20][CH:19]=[CH:18][CH:17]=3)[N:14]=[CH:15][C:3]=12. (2) Given the reactants [CH:1]([C:5]1[CH:11]=[CH:10][CH:9]=[C:8](Br)[C:6]=1[NH2:7])([CH2:3][CH3:4])[CH3:2].[C:13](B1OC(C)(C)C(C)(C)O1)([CH3:15])=[CH2:14].CC#N.C([O-])([O-])=O.[K+].[K+], predict the reaction product. The product is: [CH:1]([C:5]1[CH:11]=[CH:10][CH:9]=[C:8]([CH:13]([CH3:15])[CH3:14])[C:6]=1[NH2:7])([CH2:3][CH3:4])[CH3:2]. (3) The product is: [Cl:1][C:2]1[N:3]=[C:4]([N:14]2[CH2:15][CH2:16][O:17][CH2:18][C@H:13]2[CH3:12])[C:5]2[N:6]([CH:8]=[CH:9][N:10]=2)[CH:7]=1. Given the reactants [Cl:1][C:2]1[N:3]=[C:4](Cl)[C:5]2[N:6]([CH:8]=[CH:9][N:10]=2)[CH:7]=1.[CH3:12][C@@H:13]1[CH2:18][O:17][CH2:16][CH2:15][NH:14]1, predict the reaction product. (4) Given the reactants [CH2:1]([NH:11][C:12]([C@@H:14]1[CH2:17][CH2:16][N:15]1C(OC(C)(C)C)=O)=[O:13])[CH2:2][CH2:3][CH2:4][CH2:5][CH2:6][CH2:7][CH2:8][CH2:9][CH3:10].FC(F)(F)C(O)=O, predict the reaction product. The product is: [CH2:1]([NH:11][C:12]([C@@H:14]1[CH2:17][CH2:16][NH:15]1)=[O:13])[CH2:2][CH2:3][CH2:4][CH2:5][CH2:6][CH2:7][CH2:8][CH2:9][CH3:10]. (5) Given the reactants CC1(C)C(C)(C)OB([C:9]2[CH:10]=[C:11]3[C:15](=[CH:16][CH:17]=2)[C:14](=[O:18])[O:13][CH2:12]3)O1.Br[C:21]1[CH:22]=[N:23][CH:24]=[C:25]([F:29])[C:26]=1[CH:27]=[O:28].C(=O)([O-])[O-].[Na+].[Na+].C(Cl)Cl, predict the reaction product. The product is: [F:29][C:25]1[CH:24]=[N:23][CH:22]=[C:21]([C:9]2[CH:10]=[C:11]3[C:15](=[CH:16][CH:17]=2)[C:14](=[O:18])[O:13][CH2:12]3)[C:26]=1[CH:27]=[O:28]. (6) Given the reactants [Cl:1][C:2]1[CH:3]=[C:4]([S:8][CH2:9][C:10]([NH:12][CH:13]2[CH2:18][CH2:17][NH:16][CH2:15][CH2:14]2)=[O:11])[CH:5]=[CH:6][CH:7]=1.[F:19][C:20]([F:35])([F:34])[C:21]1[CH:26]=[CH:25][C:24]([N:27]2[CH:31]=[CH:30][C:29]([CH:32]=O)=[CH:28]2)=[CH:23][CH:22]=1.C(O[BH-](OC(=O)C)OC(=O)C)(=O)C.[Na+].C([O-])(O)=O.[Na+], predict the reaction product. The product is: [Cl:1][C:2]1[CH:3]=[C:4]([S:8][CH2:9][C:10]([NH:12][CH:13]2[CH2:18][CH2:17][N:16]([CH2:32][C:29]3[CH:30]=[CH:31][N:27]([C:24]4[CH:25]=[CH:26][C:21]([C:20]([F:35])([F:19])[F:34])=[CH:22][CH:23]=4)[CH:28]=3)[CH2:15][CH2:14]2)=[O:11])[CH:5]=[CH:6][CH:7]=1. (7) Given the reactants [C:1]([O:5][C:6]([N:8]1[CH2:13][CH:12]=[C:11](OS(C(F)(F)F)(=O)=O)[CH2:10][CH2:9]1)=[O:7])([CH3:4])([CH3:3])[CH3:2].[C:22]([C:24]1[CH:29]=[CH:28][CH:27]=[CH:26][C:25]=1B(O)O)#[N:23].C(=O)([O-])[O-].[Cs+].[Cs+], predict the reaction product. The product is: [C:1]([O:5][C:6]([N:8]1[CH2:13][CH:12]=[C:11]([C:25]2[CH:26]=[CH:27][CH:28]=[CH:29][C:24]=2[C:22]#[N:23])[CH2:10][CH2:9]1)=[O:7])([CH3:4])([CH3:3])[CH3:2].